This data is from Peptide-MHC class I binding affinity with 185,985 pairs from IEDB/IMGT. The task is: Regression. Given a peptide amino acid sequence and an MHC pseudo amino acid sequence, predict their binding affinity value. This is MHC class I binding data. The peptide sequence is MVFQHFHLF. The MHC is HLA-B15:42 with pseudo-sequence HLA-B15:42. The binding affinity (normalized) is 0.213.